Dataset: Reaction yield outcomes from USPTO patents with 853,638 reactions. Task: Predict the reaction yield, written as a fraction of the theoretical maximum amount of product (1.0 means a 100% yield; for example, 0.34 means a 34% yield). (1) The reactants are I[C:2]1[CH:7]=[C:6]([C:8]([F:11])([F:10])[F:9])[CH:5]=[CH:4][C:3]=1[OH:12].[C:13]([O-])(=[O:15])[CH3:14].[K+].[O:18]1[CH:22]=[CH:21][C:20](B(O)O)=[CH:19]1.C(N(CC)CC)C.C(OC(=O)C)(=O)C. The catalyst is CC1CCCO1.COC(C)(C)C.[Pd].C(P(C(C)(C)C)C(C)(C)C)(C)(C)C.C(P(C(C)(C)C)C(C)(C)C)(C)(C)C. The product is [C:13]([O:12][C:3]1[CH:4]=[CH:5][C:6]([C:8]([F:11])([F:10])[F:9])=[CH:7][C:2]=1[C:20]1[CH:21]=[CH:22][O:18][CH:19]=1)(=[O:15])[CH3:14]. The yield is 0.866. (2) The yield is 0.680. The product is [CH2:25]([S:28]([O:24][C:21]1[CH:20]=[CH:19][C:18]([C:8]2([C:4]3[CH:5]=[CH:6][CH:7]=[C:2]([Br:1])[CH:3]=3)[C:12]3=[N:13][CH2:14][CH2:15][CH2:16][N:11]3[C:10](=[S:17])[NH:9]2)=[CH:23][CH:22]=1)(=[O:30])=[O:29])[CH2:26][CH3:27]. The reactants are [Br:1][C:2]1[CH:3]=[C:4]([C:8]2([C:18]3[CH:23]=[CH:22][C:21]([OH:24])=[CH:20][CH:19]=3)[C:12]3=[N:13][CH2:14][CH2:15][CH2:16][N:11]3[C:10](=[S:17])[NH:9]2)[CH:5]=[CH:6][CH:7]=1.[CH2:25]([S:28](Cl)(=[O:30])=[O:29])[CH2:26][CH3:27]. No catalyst specified. (3) The reactants are [C:1]([O:5][C:6]([NH:8][C@@H:9]([CH2:21][C:22]1[CH:27]=[CH:26][C:25]([OH:28])=[CH:24][CH:23]=1)[C:10]([O:12][C@@H:13]1[CH:18]2[CH2:19][CH2:20][N:15]([CH2:16][CH2:17]2)[CH2:14]1)=[O:11])=[O:7])([CH3:4])([CH3:3])[CH3:2].[Br:29][CH2:30][C:31]([C:33]1[CH:38]=[CH:37][CH:36]=[CH:35][CH:34]=1)=[O:32]. The catalyst is C(#N)C. The product is [Br-:29].[C:1]([O:5][C:6]([NH:8][C@@H:9]([CH2:21][C:22]1[CH:27]=[CH:26][C:25]([OH:28])=[CH:24][CH:23]=1)[C:10]([O:12][C@@H:13]1[CH:18]2[CH2:19][CH2:20][N+:15]([CH2:30][C:31](=[O:32])[C:33]3[CH:38]=[CH:37][CH:36]=[CH:35][CH:34]=3)([CH2:16][CH2:17]2)[CH2:14]1)=[O:11])=[O:7])([CH3:4])([CH3:2])[CH3:3]. The yield is 0.188. (4) The reactants are Br[C:2]1[C:7]([C:8]([F:11])([F:10])[F:9])=[CH:6][C:5]([NH:12][C:13]2[N:17]=[C:16]([NH2:18])[NH:15][N:14]=2)=[CH:4][C:3]=1[Cl:19].[F:20][C:21]1[CH:26]=[CH:25][C:24](B(O)O)=[CH:23][C:22]=1[C:30](=[O:33])[NH:31][CH3:32].C(=O)([O-])[O-].[Na+].[Na+].O. The catalyst is C1C=CC([P]([Pd]([P](C2C=CC=CC=2)(C2C=CC=CC=2)C2C=CC=CC=2)([P](C2C=CC=CC=2)(C2C=CC=CC=2)C2C=CC=CC=2)[P](C2C=CC=CC=2)(C2C=CC=CC=2)C2C=CC=CC=2)(C2C=CC=CC=2)C2C=CC=CC=2)=CC=1. The product is [NH2:18][C:16]1[NH:15][N:14]=[C:13]([NH:12][C:5]2[CH:6]=[C:7]([C:8]([F:11])([F:10])[F:9])[C:2]([C:24]3[CH:25]=[CH:26][C:21]([F:20])=[C:22]([C:30]([NH:31][CH3:32])=[O:33])[CH:23]=3)=[C:3]([Cl:19])[CH:4]=2)[N:17]=1. The yield is 0.400. (5) The reactants are [O:1]=[C:2]1[C:10](=[C:11]2[C:19]3[C:14](=[CH:15][C:16]([CH2:20][CH2:21][CH:22]=O)=[CH:17][CH:18]=3)[CH2:13][O:12]2)[C:9]2[C:4](=[CH:5][CH:6]=[CH:7][CH:8]=2)[NH:3]1.[NH:24]1[CH2:32][CH2:31][CH:27]([C:28]([OH:30])=[O:29])[CH2:26][CH2:25]1.C([BH3-])#N.[Na+].C([O-])(O)=O.[Na+]. The catalyst is C(O)(=O)C.CO.O. The product is [O:1]=[C:2]1[C:10](=[C:11]2[C:19]3[C:14](=[CH:15][C:16]([CH2:20][CH2:21][CH2:22][N:24]4[CH2:32][CH2:31][CH:27]([C:28]([OH:30])=[O:29])[CH2:26][CH2:25]4)=[CH:17][CH:18]=3)[CH2:13][O:12]2)[C:9]2[C:4](=[CH:5][CH:6]=[CH:7][CH:8]=2)[NH:3]1. The yield is 0.660. (6) The reactants are [NH2:1][C:2]1[C:3]([F:28])=[C:4]([C:10]([C:12]2[CH:13]=[C:14]3[C:19](=[CH:20][CH:21]=2)[N:18]=[CH:17][C:16]([N:22]2[CH2:27][CH2:26][O:25][CH2:24][CH2:23]2)=[N:15]3)=[O:11])[C:5]([F:9])=[C:6]([F:8])[CH:7]=1.[CH2:29]([S:32](Cl)(=[O:34])=[O:33])[CH2:30][CH3:31]. The catalyst is C(Cl)Cl. The product is [CH2:29]([S:32]([N:1]([C:2]1[CH:7]=[C:6]([F:8])[C:5]([F:9])=[C:4]([C:10]([C:12]2[CH:13]=[C:14]3[C:19](=[CH:20][CH:21]=2)[N:18]=[CH:17][C:16]([N:22]2[CH2:27][CH2:26][O:25][CH2:24][CH2:23]2)=[N:15]3)=[O:11])[C:3]=1[F:28])[S:32]([CH2:29][CH2:30][CH3:31])(=[O:34])=[O:33])(=[O:34])=[O:33])[CH2:30][CH3:31]. The yield is 0.622. (7) The reactants are [Cl:1][C:2]1[CH:3]=[C:4]([NH2:20])[CH:5]=[C:6]([Cl:19])[C:7]=1[O:8][C:9]1[S:10][C:11]2[CH:17]=[C:16]([Cl:18])[CH:15]=[CH:14][C:12]=2[N:13]=1.Cl[C:22]1[CH:23]=[C:24]([S:32](Cl)(=[O:34])=[O:33])[CH:25]=[CH:26][C:27]=1[C:28]([F:31])([F:30])[F:29].O.[ClH:37]. The catalyst is N1C=CC=CC=1. The product is [Cl:37][C:25]1[CH:26]=[C:27]([C:28]([F:31])([F:30])[F:29])[CH:22]=[CH:23][C:24]=1[S:32]([NH:20][C:4]1[CH:3]=[C:2]([Cl:1])[C:7]([O:8][C:9]2[S:10][C:11]3[CH:17]=[C:16]([Cl:18])[CH:15]=[CH:14][C:12]=3[N:13]=2)=[C:6]([Cl:19])[CH:5]=1)(=[O:34])=[O:33]. The yield is 0.650.